Dataset: M1 muscarinic receptor agonist screen with 61,833 compounds. Task: Binary Classification. Given a drug SMILES string, predict its activity (active/inactive) in a high-throughput screening assay against a specified biological target. (1) The drug is O=C1N(C(=O)NC(=O)C21C1N(CCN(C1)c1ccccc1)c1c(C2)cccc1)c1ccc(cc1)C. The result is 0 (inactive). (2) The compound is O1C(C(=O)N2C(c3c(CC2)cc(OC)c(OC)c3)C)COc2c1cccc2. The result is 0 (inactive). (3) The compound is S(c1n(c(nn1)CNc1c(cc(cc1)C)C)CC)CC(=O)N(c1ccccc1)CC(OCC)=O. The result is 0 (inactive). (4) The molecule is S(=O)(=O)(N(C1CCCC1)Cc1ccc(OC)cc1)c1ccc(n2nnnc2)cc1. The result is 0 (inactive). (5) The compound is Fc1ccc(C(=O)CCCN2CCN(CC2)c2c(OC)cccc2)cc1. The result is 0 (inactive).